Dataset: Forward reaction prediction with 1.9M reactions from USPTO patents (1976-2016). Task: Predict the product of the given reaction. Given the reactants [CH3:1][O:2][C:3]1[CH:8]=[CH:7][C:6]([F:9])=[CH:5][C:4]=1[OH:10].[F:11][C:12]1[CH:19]=[C:18](F)[C:17]([F:21])=[CH:16][C:13]=1[C:14]#[N:15].C(=O)([O-])[O-].[K+].[K+], predict the reaction product. The product is: [F:11][C:12]1[CH:19]=[C:18]([O:10][C:4]2[CH:5]=[C:6]([F:9])[CH:7]=[CH:8][C:3]=2[O:2][CH3:1])[C:17]([F:21])=[CH:16][C:13]=1[C:14]#[N:15].